This data is from Full USPTO retrosynthesis dataset with 1.9M reactions from patents (1976-2016). The task is: Predict the reactants needed to synthesize the given product. (1) Given the product [CH:1]([N:4]1[CH2:9][CH2:8][CH:7]([O:10][C:11]2[CH:19]=[CH:18][C:17]3[N:16]4[C@H:20]([CH3:25])[CH2:21][N:22]([CH2:29][C:30]5[N:31]=[C:32]([CH3:35])[S:33][CH:34]=5)[C:23](=[O:24])[C:15]4=[CH:14][C:13]=3[CH:12]=2)[CH2:6][CH2:5]1)([CH3:3])[CH3:2], predict the reactants needed to synthesize it. The reactants are: [CH:1]([N:4]1[CH2:9][CH2:8][CH:7]([O:10][C:11]2[CH:19]=[CH:18][C:17]3[N:16]4[C@H:20]([CH3:25])[CH2:21][NH:22][C:23](=[O:24])[C:15]4=[CH:14][C:13]=3[CH:12]=2)[CH2:6][CH2:5]1)([CH3:3])[CH3:2].[H-].[Na+].Cl[CH2:29][C:30]1[N:31]=[C:32]([CH3:35])[S:33][CH:34]=1. (2) Given the product [Cl:1][C:2]1[N:3]=[CH:4][C:5]2[CH2:6][CH2:7][NH:8][C:9]=2[CH:10]=1, predict the reactants needed to synthesize it. The reactants are: [Cl:1][C:2]1[CH:10]=[C:9]2[C:5]([CH:6]=[CH:7][NH:8]2)=[CH:4][N:3]=1.S(C)C.C1COCC1. (3) Given the product [CH2:1]([O:3][C:4](=[O:28])[CH2:5][C:6]1([C:9]2[CH:10]=[CH:11][C:12]([C:15]3[CH:20]=[CH:19][C:18]([C:21]4[O:25][N:24]=[C:23]([CH3:26])[C:22]=4[NH:27][C:30]4[CH:35]=[CH:34][CH:33]=[C:32]([C:36]5[CH:37]=[CH:38][CH:39]=[CH:40][CH:41]=5)[N:31]=4)=[CH:17][CH:16]=3)=[CH:13][CH:14]=2)[CH2:8][CH2:7]1)[CH3:2], predict the reactants needed to synthesize it. The reactants are: [CH2:1]([O:3][C:4](=[O:28])[CH2:5][C:6]1([C:9]2[CH:14]=[CH:13][C:12]([C:15]3[CH:20]=[CH:19][C:18]([C:21]4[O:25][N:24]=[C:23]([CH3:26])[C:22]=4[NH2:27])=[CH:17][CH:16]=3)=[CH:11][CH:10]=2)[CH2:8][CH2:7]1)[CH3:2].Br[C:30]1[CH:35]=[CH:34][CH:33]=[C:32]([C:36]2[CH:41]=[CH:40][CH:39]=[CH:38][CH:37]=2)[N:31]=1. (4) Given the product [CH2:24]([O:23][C@H:13]1[C@H:14]([O:15][CH2:16][C:17]2[CH:18]=[CH:19][CH:20]=[CH:21][CH:22]=2)[CH:9]([O:8][CH2:1][C:2]2[CH:7]=[CH:6][CH:5]=[CH:4][CH:3]=2)[C:10]2([C:54]3[CH:59]=[CH:58][C:57]([F:60])=[C:56]([CH2:61][C:77]4[CH:78]=[CH:79][C:74]([O:80][CH:81]5[CH2:83][CH2:84][O:86][CH2:90]5)=[CH:75][CH:76]=4)[CH:55]=3)[O:11][C:12]1([CH2:42][OH:43])[CH2:31][O:53]2)[C:25]1[CH:26]=[CH:27][CH:28]=[CH:29][CH:30]=1, predict the reactants needed to synthesize it. The reactants are: [CH2:1]([O:8][CH:9]1[C@@H:14]([O:15][CH2:16][C:17]2[CH:22]=[CH:21][CH:20]=[CH:19][CH:18]=2)[C@H:13]([O:23][CH2:24][C:25]2[CH:30]=[CH:29][CH:28]=[CH:27][CH:26]=2)[C:12]([CH2:42][O:43]CC2C=CC(OC)=CC=2)([CH2:31]OCC2C=CC(OC)=CC=2)[O:11][C:10]1([C:54]1[CH:59]=[CH:58][C:57]([F:60])=[C:56]([CH2:61]C2C=CC(OC3CCOC3)=CC=2)[CH:55]=1)[OH:53])[C:2]1[CH:7]=[CH:6][CH:5]=[CH:4][CH:3]=1.[C:74]1([O:80][CH3:81])[CH:79]=[CH:78][CH:77]=[CH:76][CH:75]=1.F[C:83](F)(F)[C:84]([OH:86])=O.Cl[CH2:90]Cl. (5) Given the product [OH:3][CH:1]([C:4]1[C:9]([C:10]2[CH:15]=[CH:14][CH:13]=[CH:12][CH:11]=2)=[N:8][N:7]([CH2:16][C:17]2[CH:22]=[CH:21][CH:20]=[CH:19][N:18]=2)[C:6](=[O:23])[CH:5]=1)[CH3:2], predict the reactants needed to synthesize it. The reactants are: [C:1]([C:4]1[C:9]([C:10]2[CH:15]=[CH:14][CH:13]=[CH:12][CH:11]=2)=[N:8][N:7]([CH2:16][C:17]2[CH:22]=[CH:21][CH:20]=[CH:19][N:18]=2)[C:6](=[O:23])[CH:5]=1)(=[O:3])[CH3:2].[BH4-].[Na+].[OH-].[Na+].[N+](C1C=C(S([O-])(=O)=O)C=CC=1)([O-])=O.[Na+].Cl. (6) Given the product [Br:35][C:36]1[C:37]([N:46]2[CH2:51][CH2:50][CH:49]([O:52][C:53]3[CH:58]=[CH:57][CH:56]=[CH:55][CH:54]=3)[CH2:48][CH2:47]2)=[C:38]2[N:43]=[C:67]([C:69]3[CH:83]=[CH:82][C:72]([CH2:73][NH:74][C:75](=[O:81])[O:76][C:77]([CH3:80])([CH3:78])[CH3:79])=[CH:71][CH:70]=3)[NH:42][C:39]2=[N:40][CH:41]=1, predict the reactants needed to synthesize it. The reactants are: BrC1C(N2CCN(C(NC3C=CC=CC=3)=O)CC2)=C2N=C(C3C=CC(N(C)C)=CC=3)NC2=NC=1.[Br:35][C:36]1[C:37]([N:46]2[CH2:51][CH2:50][CH:49]([O:52][C:53]3[CH:58]=[CH:57][CH:56]=[CH:55][CH:54]=3)[CH2:48][CH2:47]2)=[C:38]([N+:43]([O-])=O)[C:39]([NH2:42])=[N:40][CH:41]=1.[O-]S(S([O-])=O)=O.[Na+].[Na+].[CH:67]([C:69]1[CH:83]=[CH:82][C:72]([CH2:73][NH:74][C:75](=[O:81])[O:76][C:77]([CH3:80])([CH3:79])[CH3:78])=[CH:71][CH:70]=1)=O. (7) Given the product [OH:2][CH:3]1[O:22][C@H:21]([CH2:23][OH:24])[C@@H:8]([O:9][C@@H:10]2[O:18][C@H:17]([CH2:19][OH:20])[C@H:15]([OH:16])[C@H:13]([OH:14])[C@H:11]2[OH:12])[C@H:6]([OH:7])[C@H:4]1[OH:5], predict the reactants needed to synthesize it. The reactants are: O.[OH:2][C@H:3]1[O:22][C@H:21]([CH2:23][OH:24])[C@@H:8]([O:9][C@@H:10]2[O:18][C@H:17]([CH2:19][OH:20])[C@H:15]([OH:16])[C@H:13]([OH:14])[C@H:11]2[OH:12])[C@H:6]([OH:7])[C@H:4]1[OH:5]. (8) Given the product [CH2:1]([O:3][C:4]([C:6]1[CH:7]=[N:8][N:9]([C:11]2[N:15]([CH2:16][O:17][CH2:18][CH2:19][O:20][CH3:21])[C:14]3[CH:22]=[C:23]([Cl:27])[C:24]([NH:26][CH2:29][CH3:30])=[CH:25][C:13]=3[N:12]=2)[CH:10]=1)=[O:5])[CH3:2], predict the reactants needed to synthesize it. The reactants are: [CH2:1]([O:3][C:4]([C:6]1[CH:7]=[N:8][N:9]([C:11]2[N:15]([CH2:16][O:17][CH2:18][CH2:19][O:20][CH3:21])[C:14]3[CH:22]=[C:23]([Cl:27])[C:24]([NH2:26])=[CH:25][C:13]=3[N:12]=2)[CH:10]=1)=[O:5])[CH3:2].N[C:29]1C(Cl)=CC2NC(N3C=C(C(O)=O)C=N3)=NC=2[CH:30]=1.C(=O)CC.C(O[BH-](OC(=O)C)OC(=O)C)(=O)C.[Na+].C(O)(=O)C. (9) Given the product [N+:1]([C:4]1[CH:9]=[CH:8][C:7]([N:10]([CH2:11][CH2:12][N:13]2[CH:17]=[CH:16][CH:15]=[N:14]2)[C:18](=[O:19])[O:20][C:21]([CH3:24])([CH3:23])[CH3:22])=[CH:6][CH:5]=1)([O-:3])=[O:2], predict the reactants needed to synthesize it. The reactants are: [N+:1]([C:4]1[CH:9]=[CH:8][C:7]([NH:10][CH2:11][CH2:12][N:13]2[CH:17]=[CH:16][CH:15]=[N:14]2)=[CH:6][CH:5]=1)([O-:3])=[O:2].[C:18](O[C:18]([O:20][C:21]([CH3:24])([CH3:23])[CH3:22])=[O:19])([O:20][C:21]([CH3:24])([CH3:23])[CH3:22])=[O:19]. (10) The reactants are: [CH2:1]([C:3]1[S:4][CH:5]=[CH:6][CH:7]=1)[CH3:2].[Li]CCCC.[CH2:13]1[O:15][CH2:14]1. Given the product [CH2:1]([C:3]1[S:4][C:5]([CH2:14][CH2:13][OH:15])=[CH:6][CH:7]=1)[CH3:2], predict the reactants needed to synthesize it.